The task is: Predict which catalyst facilitates the given reaction.. This data is from Catalyst prediction with 721,799 reactions and 888 catalyst types from USPTO. (1) Reactant: [F:1][C:2]([C:5]1[CH:10]=[CH:9][C:8]([CH2:11][OH:12])=[CH:7][CH:6]=1)([F:4])[CH3:3].C(=O)(O)[O-].[Na+].CC(OI1(OC(C)=O)(OC(C)=O)OC(=O)C2C=CC=CC1=2)=O. Product: [F:1][C:2]([C:5]1[CH:10]=[CH:9][C:8]([CH:11]=[O:12])=[CH:7][CH:6]=1)([F:4])[CH3:3]. The catalyst class is: 2. (2) Reactant: [F:8][C:7]([F:10])([F:9])[C:6](O[C:6](=[O:11])[C:7]([F:10])([F:9])[F:8])=[O:11].[Cl:14][C:15]1[C:24]2[C:19](=[CH:20][CH:21]=[CH:22][CH:23]=2)[C:18]([O:25][CH2:26][CH:27]2[CH2:32][CH2:31][NH:30][CH2:29][CH2:28]2)=[C:17]([C:33]([NH:35][C:36]([CH3:42])([CH2:40][CH3:41])[C:37]([OH:39])=[O:38])=[O:34])[CH:16]=1. Product: [Cl:14][C:15]1[C:24]2[C:19](=[CH:20][CH:21]=[CH:22][CH:23]=2)[C:18]([O:25][CH2:26][CH:27]2[CH2:32][CH2:31][N:30]([C:6](=[O:11])[C:7]([F:8])([F:9])[F:10])[CH2:29][CH2:28]2)=[C:17]([C:33]([NH:35][C:36]([CH3:42])([CH2:40][CH3:41])[C:37]([OH:39])=[O:38])=[O:34])[CH:16]=1. The catalyst class is: 33. (3) Reactant: ClC1C=C[CH:5]=[C:4]([C:8]([O:10]O)=[O:9])[CH:3]=1. Product: [CH3:5][C:4]1([CH3:3])[C:8](=[O:9])[O:10][CH2:4][C:8](=[O:9])[O:10]1. The catalyst class is: 4.